From a dataset of Reaction yield outcomes from USPTO patents with 853,638 reactions. Predict the reaction yield, written as a fraction of the theoretical maximum amount of product (1.0 means a 100% yield; for example, 0.34 means a 34% yield). (1) The reactants are Br[C:2]1[N:7]=[C:6]([CH:8]=[O:9])[CH:5]=[CH:4][C:3]=1[O:10][CH2:11][CH2:12][O:13][Si:14]([C:17]([CH3:20])([CH3:19])[CH3:18])([CH3:16])[CH3:15].[CH3:21][S:22]([C:24]1[CH:25]=[C:26](B(O)O)[CH:27]=[CH:28][CH:29]=1)=[O:23].C([O-])([O-])=O.[Na+].[Na+]. The catalyst is C1(C)C=CC=CC=1.C(O)C.[Cl-].[Na+].O.C1C=CC([P]([Pd]([P](C2C=CC=CC=2)(C2C=CC=CC=2)C2C=CC=CC=2)([P](C2C=CC=CC=2)(C2C=CC=CC=2)C2C=CC=CC=2)[P](C2C=CC=CC=2)(C2C=CC=CC=2)C2C=CC=CC=2)(C2C=CC=CC=2)C2C=CC=CC=2)=CC=1. The product is [Si:14]([O:13][CH2:12][CH2:11][O:10][C:3]1[CH:4]=[CH:5][C:6]([CH:8]=[O:9])=[N:7][C:2]=1[C:28]1[CH:27]=[CH:26][CH:25]=[C:24]([S:22]([CH3:21])=[O:23])[CH:29]=1)([C:17]([CH3:20])([CH3:19])[CH3:18])([CH3:16])[CH3:15]. The yield is 0.860. (2) The reactants are [OH:1][C:2]1[CH:11]=[C:10]([OH:12])[CH:9]=[CH:8][C:3]=1[C:4]([O:6][CH3:7])=[O:5].C1(N[S:20]([C:23]([F:26])([F:25])[F:24])(=[O:22])=[O:21])C=CC=CC=1.CCN(C(C)C)C(C)C. The catalyst is C(Cl)Cl. The product is [F:24][C:23]([F:26])([F:25])[S:20]([O:1][C:2]1[CH:11]=[C:10]([O:12][S:20]([C:23]([F:26])([F:25])[F:24])(=[O:22])=[O:21])[CH:9]=[CH:8][C:3]=1[C:4]([O:6][CH3:7])=[O:5])(=[O:22])=[O:21]. The yield is 0.890. (3) The reactants are C1(P(C2C=CC=CC=2)C2C=CC3C(=CC=CC=3)C=2C2C3C(=CC=CC=3)C=CC=2P(C2C=CC=CC=2)C2C=CC=CC=2)C=CC=CC=1.I[C:48]1[CH:53]=[CH:52][C:51]([O:54][CH:55]2[CH2:60][CH2:59][N:58]([C:61]([O:63][C:64]([CH3:67])([CH3:66])[CH3:65])=[O:62])[CH2:57][CH2:56]2)=[CH:50][CH:49]=1.[N:68]1([C:74]([O:76][CH2:77][C:78]2[CH:83]=[CH:82][CH:81]=[CH:80][CH:79]=2)=[O:75])[CH2:73][CH2:72][NH:71][CH2:70][CH2:69]1.CC(C)([O-])C.[Na+]. The catalyst is C1(C)C=CC=CC=1.C([O-])(=O)C.[Pd+2].C([O-])(=O)C. The product is [CH3:65][C:64]([O:63][C:61]([N:58]1[CH2:59][CH2:60][CH:55]([O:54][C:51]2[CH:52]=[CH:53][C:48]([N:71]3[CH2:70][CH2:69][N:68]([C:74]([O:76][CH2:77][C:78]4[CH:83]=[CH:82][CH:81]=[CH:80][CH:79]=4)=[O:75])[CH2:73][CH2:72]3)=[CH:49][CH:50]=2)[CH2:56][CH2:57]1)=[O:62])([CH3:67])[CH3:66]. The yield is 0.260. (4) The reactants are [OH:1]/[N:2]=[C:3](/[C:6]1[CH:11]=[CH:10][CH:9]=[CH:8][CH:7]=1)\[C:4]#[N:5].Cl.Cl[CH2:14][C:15]1[N:16]=[C:17]([NH2:20])[S:18][CH:19]=1.[I-].[K+].C(=O)([O-])[O-].[Cs+].[Cs+]. The catalyst is C(#N)C.CN(C=O)C. The product is [NH2:20][C:17]1[S:18][CH:19]=[C:15]([CH2:14][O:1]/[N:2]=[C:3](/[C:6]2[CH:11]=[CH:10][CH:9]=[CH:8][CH:7]=2)\[C:4]#[N:5])[N:16]=1. The yield is 0.800. (5) The reactants are [F:1][C:2]([F:28])([F:27])[CH:3]([C:18]1[CH:23]=[C:22]([Cl:24])[C:21]([Cl:25])=[C:20]([Cl:26])[CH:19]=1)/[CH:4]=[CH:5]/[C:6]1[CH:11]=[CH:10][C:9]([CH2:12][NH2:13])=[C:8]([C:14]([F:17])([F:16])[F:15])[CH:7]=1.[N:29]1[CH:34]=[CH:33][CH:32]=[CH:31][C:30]=1[CH:35]=O.[BH4-].[Na+]. The catalyst is CO. The product is [N:29]1[CH:34]=[CH:33][CH:32]=[CH:31][C:30]=1[CH2:35][NH:13][CH2:12][C:9]1[CH:10]=[CH:11][C:6](/[CH:5]=[CH:4]/[CH:3]([C:18]2[CH:19]=[C:20]([Cl:26])[C:21]([Cl:25])=[C:22]([Cl:24])[CH:23]=2)[C:2]([F:1])([F:27])[F:28])=[CH:7][C:8]=1[C:14]([F:16])([F:17])[F:15]. The yield is 0.400. (6) The reactants are ClC(OC(=O)OC(Cl)(Cl)Cl)(Cl)Cl.[CH2:13]([O:16][C:17]1[C:25]([O:26][CH3:27])=[C:24]([N+:28]([O-:30])=[O:29])[CH:23]=[CH:22][C:18]=1[C:19]([OH:21])=O)[CH:14]=[CH2:15].N1C(C)=CC(C)=CC=1C.[CH2:40]([O:43][C:44]1[C:55]([O:56][CH3:57])=[C:54]([NH2:58])[CH:53]=[CH:52][C:45]=1[C:46]([O:48][CH2:49][CH:50]=[CH2:51])=[O:47])[CH:41]=[CH2:42].CCN(C(C)C)C(C)C. The catalyst is C1COCC1. The product is [CH2:40]([O:43][C:44]1[C:55]([O:56][CH3:57])=[C:54]([NH:58][C:19](=[O:21])[C:18]2[CH:22]=[CH:23][C:24]([N+:28]([O-:30])=[O:29])=[C:25]([O:26][CH3:27])[C:17]=2[O:16][CH2:13][CH:14]=[CH2:15])[CH:53]=[CH:52][C:45]=1[C:46]([O:48][CH2:49][CH:50]=[CH2:51])=[O:47])[CH:41]=[CH2:42]. The yield is 0.910.